Dataset: Reaction yield outcomes from USPTO patents with 853,638 reactions. Task: Predict the reaction yield, written as a fraction of the theoretical maximum amount of product (1.0 means a 100% yield; for example, 0.34 means a 34% yield). (1) The reactants are C([C:3]1[CH:21]=[CH:20][C:6]([O:7][C:8]2[CH:15]=[CH:14][C:11]([C:12]#[N:13])=[CH:10][C:9]=2[C:16]([F:19])([F:18])[F:17])=[C:5]([O:22][CH3:23])[CH:4]=1)=O.[NH:24]=[C:25]1[N:29](C(C2C=CC=CC=2)=O)[C:28](=[O:38])[NH:27][CH2:26]1.[CH3:39]C(C)([O-])C.[K+].[Cl-].[NH4+]. The catalyst is C(O)C. The product is [NH2:24][C:25]1/[C:26](=[CH:39]/[C:3]2[CH:21]=[CH:20][C:6]([O:7][C:8]3[CH:15]=[CH:14][C:11]([C:12]#[N:13])=[CH:10][C:9]=3[C:16]([F:19])([F:18])[F:17])=[C:5]([O:22][CH3:23])[CH:4]=2)/[NH:27][C:28](=[O:38])[N:29]=1. The yield is 0.200. (2) The reactants are [Si:1]([O:18][CH:19]1[CH2:24][CH:23]2[CH:21]([CH:22]2[C:25]2[N:29]([CH:30]([CH3:32])[CH3:31])[N:28]=[C:27](C(O)=O)[CH:26]=2)[CH2:20]1)([C:14]([CH3:17])([CH3:16])[CH3:15])([C:8]1[CH:13]=[CH:12][CH:11]=[CH:10][CH:9]=1)[C:2]1[CH:7]=[CH:6][CH:5]=[CH:4][CH:3]=1.C([N:39]([CH:42](C)C)CC)(C)C.[CH2:45]([OH:52])[C:46]1[CH:51]=[CH:50][CH:49]=[CH:48][CH:47]=1.P(N=[N+]=[N-])(=O)(OC1C=CC=CC=1)[O:54]C1C=CC=CC=1. The catalyst is C1(C)C=CC=CC=1. The product is [Si:1]([O:18][CH:19]1[CH2:20][CH:21]2[CH:23]([CH:22]2[C:25]2[N:29]([CH:30]([CH3:32])[CH3:31])[N:28]=[C:27]([NH:39][C:42](=[O:54])[O:52][CH2:45][C:46]3[CH:51]=[CH:50][CH:49]=[CH:48][CH:47]=3)[CH:26]=2)[CH2:24]1)([C:14]([CH3:17])([CH3:15])[CH3:16])([C:8]1[CH:9]=[CH:10][CH:11]=[CH:12][CH:13]=1)[C:2]1[CH:7]=[CH:6][CH:5]=[CH:4][CH:3]=1. The yield is 0.890. (3) The reactants are [Br:1][C:2]1[CH:7]=[CH:6][C:5]([OH:8])=[CH:4][CH:3]=1.[F:9][C:10]1[CH:17]=[CH:16][C:13]([CH2:14]O)=[CH:12][CH:11]=1.ClC(Cl)C. The catalyst is [Br-].[Zn+2].[Br-].ClCCl.CCCCCC. The product is [Br:1][C:2]1[CH:7]=[CH:6][C:5]([OH:8])=[C:4]([CH2:14][C:13]2[CH:16]=[CH:17][C:10]([F:9])=[CH:11][CH:12]=2)[CH:3]=1. The yield is 0.410. (4) The reactants are F[C:2]1[CH:12]=[CH:11][C:5]([C:6]([O:8][CH2:9][CH3:10])=[O:7])=[CH:4][CH:3]=1.[CH3:13][C:14]1([CH3:20])[CH2:19][NH:18][CH2:17][CH2:16][NH:15]1.C(N(C(C)C)C(C)C)C. The catalyst is CC(N(C)C)=O. The product is [CH3:13][C:14]1([CH3:20])[NH:15][CH2:16][CH2:17][N:18]([C:2]2[CH:12]=[CH:11][C:5]([C:6]([O:8][CH2:9][CH3:10])=[O:7])=[CH:4][CH:3]=2)[CH2:19]1. The yield is 0.553. (5) The reactants are [N:1]1[CH:6]=[CH:5][CH:4]=[CH:3][C:2]=1[C:7](=[S:9])[NH2:8].Br[CH2:11][C:12](=O)[C:13]([O:15][CH2:16][CH3:17])=[O:14]. The catalyst is C(O)C. The product is [CH2:16]([O:15][C:13]([C:12]1[N:8]=[C:7]([C:2]2[CH:3]=[CH:4][CH:5]=[CH:6][N:1]=2)[S:9][CH:11]=1)=[O:14])[CH3:17]. The yield is 0.330. (6) The reactants are [CH:1]([Mg]Cl)([CH2:3][CH3:4])[CH3:2].[CH3:7][Si:8]([O:11][CH3:12])(Cl)Cl.[Cl-].[NH4+]. No catalyst specified. The product is [CH:1]([Si:8]([CH:1]([CH2:3][CH3:4])[CH3:2])([CH3:7])[O:11][CH3:12])([CH2:3][CH3:4])[CH3:2]. The yield is 0.800.